From a dataset of Full USPTO retrosynthesis dataset with 1.9M reactions from patents (1976-2016). Predict the reactants needed to synthesize the given product. Given the product [NH3:18].[C:1]([N:35]([CH:36]([CH3:37])[CH3:38])[CH2:34][CH2:33][NH:32][C:30]([NH:29][CH2:28][C:26]1[N:25]=[C:24]2[C:20]([N:21]=[CH:22][N:23]2[C@@H:39]2[O:43][C@H:42]([C:44]([NH:46][CH2:47][CH3:48])=[O:45])[C@@H:41]([OH:49])[C@H:40]2[OH:50])=[C:19]([NH:18][CH2:17][CH:16]([C:10]2[CH:11]=[CH:12][CH:13]=[CH:14][CH:15]=2)[C:51]2[CH:52]=[CH:53][CH:54]=[CH:55][CH:56]=2)[N:27]=1)=[O:31])(=[O:8])[C:2]1[CH:7]=[CH:6][CH:5]=[CH:4][CH:3]=1, predict the reactants needed to synthesize it. The reactants are: [C:1](Cl)(=[O:8])[C:2]1[CH:7]=[CH:6][CH:5]=[CH:4][CH:3]=1.[C:10]1([CH:16]([C:51]2[CH:56]=[CH:55][CH:54]=[CH:53][CH:52]=2)[CH2:17][NH:18][C:19]2[N:27]=[C:26]([CH2:28][NH:29][C:30]([NH:32][CH2:33][CH2:34][NH:35][CH:36]([CH3:38])[CH3:37])=[O:31])[N:25]=[C:24]3[C:20]=2[N:21]=[CH:22][N:23]3[C@@H:39]2[O:43][C@H:42]([C:44]([NH:46][CH2:47][CH3:48])=[O:45])[C@@H:41]([OH:49])[C@H:40]2[OH:50])[CH:15]=[CH:14][CH:13]=[CH:12][CH:11]=1.C(N(CC)CC)C.